This data is from HIV replication inhibition screening data with 41,000+ compounds from the AIDS Antiviral Screen. The task is: Binary Classification. Given a drug SMILES string, predict its activity (active/inactive) in a high-throughput screening assay against a specified biological target. (1) The molecule is O=C1C(C(c2ccccc2)N2CCOCC2)=C(O)C(c2ccccc2)N1c1ccccc1. The result is 0 (inactive). (2) The drug is Fc1ccc(N=C2C=CC(=Nc3ccc(F)cc3)c3ccccc32)cc1. The result is 0 (inactive). (3) The compound is COC(=O)CC(NC(=O)OCc1ccccc1)C(C(=O)OCc1ccccc1)C(C)(OC)OC. The result is 0 (inactive). (4) The compound is CNCCCNCCCSP(=O)(O)O. The result is 0 (inactive).